The task is: Predict the reaction yield, written as a fraction of the theoretical maximum amount of product (1.0 means a 100% yield; for example, 0.34 means a 34% yield).. This data is from Reaction yield outcomes from USPTO patents with 853,638 reactions. (1) The reactants are [F:1][C:2]([F:10])([F:9])[C:3]#[C:4][C:5]([F:8])([F:7])[F:6].[CH3:11][C:12]1[O:13][CH:14]=[CH:15][CH:16]=1. No catalyst specified. The product is [CH3:11][C:12]12[O:13][CH:14]([CH:15]=[CH:16]1)[C:3]([C:2]([F:10])([F:9])[F:1])=[C:4]2[C:5]([F:8])([F:7])[F:6]. The yield is 0.920. (2) The reactants are Cl.FC1C=C(C=CC=1)CN1C=C(C2C3C(=NC=C(C4C=CC(C5CCNCC5)=CC=4)C=3)N(S(C3C=CC(C)=CC=3)(=O)=O)C=2)C=N1.[F:46][C:47]1[CH:48]=[C:49]([CH:90]=[CH:91][CH:92]=1)[CH2:50][N:51]1[CH:55]=[C:54]([C:56]2[C:64]3[C:59](=[N:60][CH:61]=[C:62]([C:65]4[CH:70]=[CH:69][C:68]([N:71]5[CH2:76][CH2:75][N:74]([C:77]([NH2:79])=[O:78])[CH2:73][CH2:72]5)=[CH:67][CH:66]=4)[CH:63]=3)[N:58](S(C3C=CC(C)=CC=3)(=O)=O)[CH:57]=2)[CH:53]=[N:52]1.[OH-].[Li+]. The catalyst is C1COCC1.CO.O. The product is [F:46][C:47]1[CH:48]=[C:49]([CH:90]=[CH:91][CH:92]=1)[CH2:50][N:51]1[CH:55]=[C:54]([C:56]2[C:64]3[C:59](=[N:60][CH:61]=[C:62]([C:65]4[CH:66]=[CH:67][C:68]([N:71]5[CH2:76][CH2:75][N:74]([C:77]([NH2:79])=[O:78])[CH2:73][CH2:72]5)=[CH:69][CH:70]=4)[CH:63]=3)[NH:58][CH:57]=2)[CH:53]=[N:52]1. The yield is 0.333. (3) The reactants are [F:1][C:2]1[CH:7]=[CH:6][C:5]([F:8])=[CH:4][C:3]=1[C@@H:9]1[C@@H:14]([NH:15][C:16](=[O:18])[O-:17])[CH2:13][C:12](=O)[CH2:11][O:10]1.[CH3:20][S:21]([N:24]1[CH2:28][CH2:27][C:26]2([CH2:32][CH2:31][NH:30][CH2:29]2)[CH2:25]1)(=[O:23])=[O:22].[B][B][B][B][B][B][B][B][B][B]. The catalyst is CO. The product is [C:3]([O:17][C:16](=[O:18])[NH:15][C@H:14]1[CH2:13][C@@H:12]([N:30]2[CH2:31][CH2:32][C:26]3([CH2:27][CH2:28][N:24]([S:21]([CH3:20])(=[O:22])=[O:23])[CH2:25]3)[CH2:29]2)[CH2:11][O:10][C@@H:9]1[C:3]1[CH:4]=[C:5]([F:8])[CH:6]=[CH:7][C:2]=1[F:1])([CH3:9])([CH3:4])[CH3:2]. The yield is 0.670. (4) The reactants are [CH3:1][O:2][CH2:3][CH2:4][O:5][C:6]1[CH:11]=[CH:10][C:9](/[CH:12]=[CH:13]/[C:14]([NH:16][S:17]([CH2:20][CH2:21][CH2:22][CH2:23][CH3:24])(=[O:19])=[O:18])=[O:15])=[C:8]([NH:25][C:26]2[CH:31]=[CH:30][C:29]([C:32]([F:35])([F:34])[F:33])=[CH:28][CH:27]=2)[CH:7]=1. The catalyst is CO.[C].[Pd]. The product is [CH3:1][O:2][CH2:3][CH2:4][O:5][C:6]1[CH:11]=[CH:10][C:9]([CH2:12][CH2:13][C:14]([NH:16][S:17]([CH2:20][CH2:21][CH2:22][CH2:23][CH3:24])(=[O:19])=[O:18])=[O:15])=[C:8]([NH:25][C:26]2[CH:31]=[CH:30][C:29]([C:32]([F:35])([F:33])[F:34])=[CH:28][CH:27]=2)[CH:7]=1. The yield is 0.500. (5) The reactants are [O:1]=[C:2]1[CH2:6][O:5][C:4]([NH:7][C:8]2[CH:13]=[CH:12][CH:11]=[CH:10][CH:9]=2)=[C:3]1[C:14]([O:16][CH3:17])=[O:15].ClCC(=O)CC(OC)=O.C1(N=C=O)C=CC=CC=1.[NH:36]1[C:44]2[C:39](=[CH:40][CH:41]=[CH:42][N:43]=2)[C:38]([CH:45]=O)=[CH:37]1.N1CCCCC1. The catalyst is CC(O)C. The product is [NH:36]1[C:44]2=[N:43][CH:42]=[CH:41][CH:40]=[C:39]2[C:38]([CH:45]=[C:6]2[O:5][C:4]([NH:7][C:8]3[CH:13]=[CH:12][CH:11]=[CH:10][CH:9]=3)=[C:3]([C:14]([O:16][CH3:17])=[O:15])[C:2]2=[O:1])=[CH:37]1. The yield is 0.430. (6) The reactants are [C:1](#[N:10])[C:2]1[CH:7]=[CH:6][C:5]([O:8][CH3:9])=[CH:4][CH:3]=1.[NH2:11][OH:12]. The catalyst is C(O)C. The product is [OH:12]/[N:11]=[C:1](\[NH2:10])/[C:2]1[CH:7]=[CH:6][C:5]([O:8][CH3:9])=[CH:4][CH:3]=1. The yield is 0.990. (7) The reactants are [CH2:1]([N:5]1[C:14]2[CH2:13][CH2:12][CH2:11][CH2:10][C:9]=2[CH:8]=[C:7](C=O)[C:6]1=[O:17])[CH2:2][CH2:3][CH3:4].ClC1C=CC=C(C(OO)=[O:26])C=1.S([O-])([O-])(=O)=S.[Na+].[Na+].[OH-].[Na+].Cl. The catalyst is C(Cl)Cl. The product is [CH2:1]([N:5]1[C:14]2[CH2:13][CH2:12][CH2:11][CH2:10][C:9]=2[CH:8]=[C:7]([OH:26])[C:6]1=[O:17])[CH2:2][CH2:3][CH3:4]. The yield is 0.540. (8) The reactants are [N:1]([CH2:4][C:5]1[CH:10]=[CH:9][C:8]([F:11])=[CH:7][C:6]=1[S:12]([N:15]([CH3:17])[CH3:16])(=[O:14])=[O:13])=[N+]=[N-].C1(P(C2C=CC=CC=2)C2C=CC=CC=2)C=CC=CC=1. The catalyst is O1CCCC1.O. The product is [NH2:1][CH2:4][C:5]1[CH:10]=[CH:9][C:8]([F:11])=[CH:7][C:6]=1[S:12]([N:15]([CH3:17])[CH3:16])(=[O:13])=[O:14]. The yield is 0.350. (9) The reactants are C[N:2]([CH3:19])[CH:3]=[CH:4][C:5]([C:7]1[CH:8]=[C:9]([N:13]([CH2:17][CH3:18])[C:14](=[O:16])[CH3:15])[CH:10]=[CH:11][CH:12]=1)=O.N[C:21]1[C:25]([C:26]#[N:27])=C[NH:23][N:22]=1.Cl. The catalyst is O.CO. The product is [CH3:18][CH2:17][N:13]([C:14]([CH3:15])=[O:16])[C:9]1[CH:10]=[CH:11][CH:12]=[C:7]([C:5]2[N:23]3[N:22]=[CH:21][C:25]([C:26]#[N:27])=[C:19]3[N:2]=[CH:3][CH:4]=2)[CH:8]=1. The yield is 0.941.